From a dataset of Retrosynthesis with 50K atom-mapped reactions and 10 reaction types from USPTO. Predict the reactants needed to synthesize the given product. (1) Given the product COc1cc(C(=O)N2CCC(CCN3CCC(Nc4nc5ccccc5n4CCCCc4nnn[nH]4)CC3)(c3ccccc3)C2)cc(OC)c1OC, predict the reactants needed to synthesize it. The reactants are: COc1cc(C(=O)N2CCC(CCN3CCC(Nc4nc5ccccc5n4CCCCC#N)CC3)(c3ccccc3)C2)cc(OC)c1OC.[N-]=[N+]=[N-]. (2) Given the product O=[N+]([O-])c1ccccc1Oc1cncc(Cl)c1, predict the reactants needed to synthesize it. The reactants are: O=[N+]([O-])c1ccccc1F.Oc1cncc(Cl)c1. (3) Given the product COc1cccc(C(=O)N2CCN(CCCNc3nc(-c4ccc(Cl)cc4)c4ccccc4n3)CC2)c1, predict the reactants needed to synthesize it. The reactants are: COc1cccc(C(=O)Cl)c1.Clc1ccc(-c2nc(NCCCN3CCNCC3)nc3ccccc23)cc1. (4) Given the product C=CCOC(=O)NCc1ccc(C(=O)O)cc1, predict the reactants needed to synthesize it. The reactants are: C=CCOC(=O)Cl.NCc1ccc(C(=O)O)cc1. (5) Given the product CC(=O)c1cc(NC(=O)OC(C)(C)C)cs1, predict the reactants needed to synthesize it. The reactants are: CC(=O)c1cc(N)cs1.CC(C)(C)OC(=O)OC(=O)OC(C)(C)C. (6) Given the product CCCC1CC(=O)N(Cn2cnc3c(N)ncnc32)C1, predict the reactants needed to synthesize it. The reactants are: CCCC1CC(=O)N(Cn2cnc3c(Cl)ncnc32)C1.[NH4+]. (7) Given the product CCCCCCC(=O)CCCn1c(CCC)nc2cnc3ccccc3c21, predict the reactants needed to synthesize it. The reactants are: CCCCCC[Mg+].CCCc1nc2cnc3ccccc3c2n1CCCC(=O)N(C)OC. (8) The reactants are: BrC(Br)(Br)Br.N#Cc1ccc(CO)c(F)c1. Given the product N#Cc1ccc(CBr)c(F)c1, predict the reactants needed to synthesize it.